From a dataset of Catalyst prediction with 721,799 reactions and 888 catalyst types from USPTO. Predict which catalyst facilitates the given reaction. (1) Reactant: [Li]CCCC.[Br:6][C:7]1[CH:12]=[CH:11][C:10](Br)=[CH:9][N:8]=1.[CH3:14][C:15](N(C)C)=[O:16].Cl. Product: [Br:6][C:7]1[N:8]=[CH:9][C:10]([C:15](=[O:16])[CH3:14])=[CH:11][CH:12]=1. The catalyst class is: 28. (2) Reactant: II.[F:3][C:4]1[CH:9]=[C:8]([I:10])[CH:7]=[CH:6][C:5]=1[NH:11][C:12]1[C:17]([C:18]([NH:20][CH2:21][CH2:22][OH:23])=[O:19])=[CH:16][N:15]=[C:14]([NH:24][CH2:25][CH2:26]O)[CH:13]=1.C1(P(C2C=CC=CC=2)C2C=CC=CC=2)C=CC=CC=1.C(N(CC)CC)C. Product: [OH:23][CH2:22][CH2:21][NH:20][C:18]([C:17]1[C:12]([NH:11][C:5]2[CH:6]=[CH:7][C:8]([I:10])=[CH:9][C:4]=2[F:3])=[CH:13][C:14]2[N:15]([CH2:26][CH2:25][N:24]=2)[CH:16]=1)=[O:19]. The catalyst class is: 7. (3) Reactant: [CH:1]1[C:10]2[C:5](=[CH:6][CH:7]=[CH:8][CH:9]=2)[CH:4]=[CH:3][C:2]=1[NH:11][C:12](=[O:53])[C@H:13]([CH2:32][S:33][C:34]([C:47]1[CH:52]=[CH:51][CH:50]=[CH:49][CH:48]=1)([C:41]1[CH:46]=[CH:45][CH:44]=[CH:43][CH:42]=1)[C:35]1[CH:40]=[CH:39][CH:38]=[CH:37][CH:36]=1)[NH:14]C(OCC1C2C(=CC=CC=2)C2C1=CC=CC=2)=O.N1CCCCC1. Product: [CH:1]1[C:10]2[C:5](=[CH:6][CH:7]=[CH:8][CH:9]=2)[CH:4]=[CH:3][C:2]=1[NH:11][C:12](=[O:53])[C@H:13]([CH2:32][S:33][C:34]([C:47]1[CH:52]=[CH:51][CH:50]=[CH:49][CH:48]=1)([C:41]1[CH:42]=[CH:43][CH:44]=[CH:45][CH:46]=1)[C:35]1[CH:40]=[CH:39][CH:38]=[CH:37][CH:36]=1)[NH2:14]. The catalyst class is: 3. (4) Reactant: [F:1][CH:2]([CH3:11])[C:3](=O)[CH2:4][C:5]([O:7]CC)=O.Cl.[C:13](=[NH:18])([NH2:17])[CH2:14][CH2:15][CH3:16].C[O-].[Na+]. Product: [F:1][CH:2]([C:3]1[N:17]=[C:13]([CH2:14][CH2:15][CH3:16])[NH:18][C:5](=[O:7])[CH:4]=1)[CH3:11]. The catalyst class is: 125. (5) Reactant: [Cl:1][C:2]1[CH:3]=[C:4]([S:9](Cl)(=[O:11])=[O:10])[CH:5]=[CH:6][C:7]=1[Cl:8].[CH3:13][O:14][C:15](=[O:22])[CH2:16][CH:17]1[CH2:21][CH2:20][CH2:19][NH:18]1.Cl. Product: [Cl:1][C:2]1[CH:3]=[C:4]([S:9]([N:18]2[CH2:19][CH2:20][CH2:21][CH:17]2[CH2:16][C:15]([O:14][CH3:13])=[O:22])(=[O:11])=[O:10])[CH:5]=[CH:6][C:7]=1[Cl:8]. The catalyst class is: 347. (6) Reactant: C(Cl)(=O)C.[Br:5][C:6]1[CH:10]=[N:9][N:8]([CH3:11])[C:7]=1[C:12]1[CH:13]=[C:14]([NH:26][C:27](=[O:32])[C:28]([F:31])([F:30])[F:29])[CH:15]=[CH:16][C:17]=1[O:18][CH2:19][C:20]([CH3:25])([N+:22]([O-])=O)[CH3:21]. Product: [NH2:22][C:20]([CH3:25])([CH3:21])[CH2:19][O:18][C:17]1[CH:16]=[CH:15][C:14]([NH:26][C:27](=[O:32])[C:28]([F:31])([F:29])[F:30])=[CH:13][C:12]=1[C:7]1[N:8]([CH3:11])[N:9]=[CH:10][C:6]=1[Br:5]. The catalyst class is: 284.